This data is from Full USPTO retrosynthesis dataset with 1.9M reactions from patents (1976-2016). The task is: Predict the reactants needed to synthesize the given product. (1) Given the product [CH2:20]([O:27][C:28]1[C:29]([C:2]2[N:7]=[N:6][C:5]([N:8]([CH3:19])[CH:9]3[CH2:14][C:13]([CH3:16])([CH3:15])[NH:12][C:11]([CH3:18])([CH3:17])[CH2:10]3)=[CH:4][CH:3]=2)=[C:30]([OH:40])[CH:31]=[C:32]([C:34]2[O:35][C:36]([CH3:39])=[CH:37][N:38]=2)[CH:33]=1)[C:21]1[CH:22]=[CH:23][CH:24]=[CH:25][CH:26]=1, predict the reactants needed to synthesize it. The reactants are: Cl[C:2]1[N:7]=[N:6][C:5]([N:8]([CH3:19])[CH:9]2[CH2:14][C:13]([CH3:16])([CH3:15])[NH:12][C:11]([CH3:18])([CH3:17])[CH2:10]2)=[CH:4][CH:3]=1.[CH2:20]([O:27][C:28]1[CH:33]=[C:32]([C:34]2[O:35][C:36]([CH3:39])=[CH:37][N:38]=2)[CH:31]=[C:30]([OH:40])[C:29]=1B(O)O)[C:21]1[CH:26]=[CH:25][CH:24]=[CH:23][CH:22]=1.C(=O)([O-])[O-].[Na+].[Na+].Cl.CO. (2) The reactants are: [Mg].II.Br[CH2:5][CH2:6]Br.Br[C:9]1[CH:10]=[C:11]([CH3:15])[CH:12]=[CH:13][CH:14]=1.[P:16]([O-:23])(OCC)OCC.Cl. Given the product [C:5]1([CH3:6])[CH:11]=[CH:10][CH:9]=[C:14]([PH:16](=[O:23])[C:9]2[CH:10]=[C:11]([CH3:15])[CH:12]=[CH:13][CH:14]=2)[CH:13]=1, predict the reactants needed to synthesize it.